From a dataset of Full USPTO retrosynthesis dataset with 1.9M reactions from patents (1976-2016). Predict the reactants needed to synthesize the given product. (1) Given the product [Cl:7][C:8]1[C:9]([C:10]([N:26]([CH2:27][CH2:28][OH:29])[CH3:25])=[O:12])=[CH:13][CH:14]=[C:15]([Cl:17])[N:16]=1, predict the reactants needed to synthesize it. The reactants are: C(Cl)(=O)C(Cl)=O.[Cl:7][C:8]1[N:16]=[C:15]([Cl:17])[CH:14]=[CH:13][C:9]=1[C:10]([OH:12])=O.Cl.O1CCOCC1.[CH3:25][NH:26][CH2:27][CH2:28][OH:29].C(N(CC)CC)C. (2) The reactants are: [CH3:1][S:2]([C:5]1[CH:17]=[CH:16][CH:15]=[CH:14][C:6]=1[O:7][CH2:8][C:9]([O:11]CC)=[O:10])(=[O:4])=[O:3].[OH-].[Na+]. Given the product [CH3:1][S:2]([C:5]1[CH:17]=[CH:16][CH:15]=[CH:14][C:6]=1[O:7][CH2:8][C:9]([OH:11])=[O:10])(=[O:3])=[O:4], predict the reactants needed to synthesize it. (3) Given the product [CH2:1]([N:8]1[C:12]2=[N:13][CH:14]=[C:15]([NH:18][C:19]3[CH:28]=[CH:27][C:26]([Cl:29])=[CH:25][C:20]=3[C:21]([O:23][CH3:24])=[O:22])[CH:16]=[C:11]2[CH:10]=[CH:9]1)[C:2]1[CH:7]=[CH:6][CH:5]=[CH:4][CH:3]=1, predict the reactants needed to synthesize it. The reactants are: [CH2:1]([N:8]1[C:12]2=[N:13][CH:14]=[C:15](Br)[CH:16]=[C:11]2[CH:10]=[CH:9]1)[C:2]1[CH:7]=[CH:6][CH:5]=[CH:4][CH:3]=1.[NH2:18][C:19]1[CH:28]=[CH:27][C:26]([Cl:29])=[CH:25][C:20]=1[C:21]([O:23][CH3:24])=[O:22].C(=O)([O-])[O-].[Cs+].[Cs+].C1(C)C=CC=CC=1. (4) Given the product [CH3:1][N:2]([CH3:12])[S:3]([N:6]1[CH:10]=[C:9]([C:17]2[CH:18]=[CH:19][C:14]([F:13])=[CH:15][CH:16]=2)[N:8]=[CH:7]1)(=[O:5])=[O:4], predict the reactants needed to synthesize it. The reactants are: [CH3:1][N:2]([CH3:12])[S:3]([N:6]1[CH:10]=[C:9](Br)[N:8]=[CH:7]1)(=[O:5])=[O:4].[F:13][C:14]1[CH:19]=[CH:18][C:17](B(O)O)=[CH:16][CH:15]=1.C(=O)([O-])[O-].[Na+].[Na+].C1(C)C=CC=CC=1.